From a dataset of Catalyst prediction with 721,799 reactions and 888 catalyst types from USPTO. Predict which catalyst facilitates the given reaction. (1) Reactant: [CH2:1]([O:8][C:9]1[C:13]2[C:14]([CH2:19][OH:20])=[N:15][C:16]([Cl:18])=[CH:17][C:12]=2[N:11]([C:21]([C:34]2[CH:39]=[CH:38][CH:37]=[CH:36][CH:35]=2)([C:28]2[CH:33]=[CH:32][CH:31]=[CH:30][CH:29]=2)[C:22]2[CH:27]=[CH:26][CH:25]=[CH:24][CH:23]=2)[N:10]=1)[C:2]1[CH:7]=[CH:6][CH:5]=[CH:4][CH:3]=1.CCN(C(C)C)C(C)C.[C:49](Cl)([CH3:51])=[O:50]. Product: [C:49]([O:20][CH2:19][C:14]1[C:13]2[C:9]([O:8][CH2:1][C:2]3[CH:3]=[CH:4][CH:5]=[CH:6][CH:7]=3)=[N:10][N:11]([C:21]([C:28]3[CH:29]=[CH:30][CH:31]=[CH:32][CH:33]=3)([C:22]3[CH:27]=[CH:26][CH:25]=[CH:24][CH:23]=3)[C:34]3[CH:39]=[CH:38][CH:37]=[CH:36][CH:35]=3)[C:12]=2[CH:17]=[C:16]([Cl:18])[N:15]=1)(=[O:50])[CH3:51]. The catalyst class is: 2. (2) Reactant: [CH2:1]([OH:12])[C@@H:2]([C@H:4]([C@H:6]([C@@H:8]([CH2:10][OH:11])[OH:9])[OH:7])[OH:5])[OH:3]. Product: [CH2:10]([OH:11])[C@H:8]([C@H:6]([C@H:4]([C@@H:2]([CH2:1][OH:12])[OH:3])[OH:5])[OH:7])[OH:9]. The catalyst class is: 553. (3) Reactant: Br[CH2:2][C:3]([C:5]1[C:6]([CH3:17])=[N:7][O:8][C:9]=1[C:10]1[CH:15]=[CH:14][C:13]([Br:16])=[CH:12][CH:11]=1)=[O:4].[CH2:18]([SH:25])[C:19]1[CH:24]=[CH:23][CH:22]=[CH:21][CH:20]=1.C(=O)([O-])[O-].[Cs+].[Cs+]. Product: [CH2:18]([S:25][CH2:2][C:3]([C:5]1[C:6]([CH3:17])=[N:7][O:8][C:9]=1[C:10]1[CH:15]=[CH:14][C:13]([Br:16])=[CH:12][CH:11]=1)=[O:4])[C:19]1[CH:24]=[CH:23][CH:22]=[CH:21][CH:20]=1. The catalyst class is: 3. (4) Reactant: [NH:1]1[CH2:5][CH2:4][CH2:3][CH2:2]1.[C:6]([O:10][C:11]([N:13]1[CH2:18][CH2:17][CH2:16][C@@H:15]([C:19](O)=[O:20])[CH2:14]1)=[O:12])([CH3:9])([CH3:8])[CH3:7].OC1C2N=NNC=2C=CC=1.Cl.C(N=C=NCCCN(C)C)C.C(N(CC)CC)C. Product: [N:1]1([C:19]([C@@H:15]2[CH2:16][CH2:17][CH2:18][N:13]([C:11]([O:10][C:6]([CH3:9])([CH3:8])[CH3:7])=[O:12])[CH2:14]2)=[O:20])[CH2:5][CH2:4][CH2:3][CH2:2]1. The catalyst class is: 9.